This data is from Catalyst prediction with 721,799 reactions and 888 catalyst types from USPTO. The task is: Predict which catalyst facilitates the given reaction. (1) Reactant: [Cl:1][C:2]1[C:7]([N+:8]([O-:10])=[O:9])=[CH:6][CH:5]=[CH:4][C:3]=1[OH:11].C(=O)([O-])[O-].[K+].[K+].[CH2:18](Br)[CH:19]=[CH2:20]. Product: [CH2:20]([O:11][C:3]1[CH:4]=[CH:5][CH:6]=[C:7]([N+:8]([O-:10])=[O:9])[C:2]=1[Cl:1])[CH:19]=[CH2:18]. The catalyst class is: 21. (2) Reactant: [NH2:1][CH2:2][C:3]1[CH:11]=[CH:10][C:6]([C:7]([OH:9])=[O:8])=[CH:5][CH:4]=1.C(=O)([O-])[O-].[Na+].[Na+].[C:18]([CH2:21][S:22][C:23](=S)[S:24]CC(O)=O)(O)=[O:19]. Product: [O:19]=[C:18]1[CH2:21][S:22][C:23](=[S:24])[N:1]1[CH2:2][C:3]1[CH:4]=[CH:5][C:6]([C:7]([OH:9])=[O:8])=[CH:10][CH:11]=1. The catalyst class is: 6. (3) Reactant: [C:1]([O:5][C:6]([C@:8]1([CH2:21][CH:22]([CH3:24])[CH3:23])[CH2:12][C@H:11]([C:13]([NH2:15])=[O:14])[C@H:10]([C:16]2[S:17][CH:18]=[CH:19][N:20]=2)[NH:9]1)=[O:7])([CH3:4])([CH3:3])[CH3:2].C(N(CC)CC)C.[C:32]([C:36]1[CH:44]=[CH:43][C:39]([C:40](Cl)=[O:41])=[CH:38][CH:37]=1)([CH3:35])([CH3:34])[CH3:33]. Product: [NH2:15][C:13]([C@@H:11]1[C@H:10]([C:16]2[S:17][CH:18]=[CH:19][N:20]=2)[N:9]([C:40](=[O:41])[C:39]2[CH:43]=[CH:44][C:36]([C:32]([CH3:34])([CH3:33])[CH3:35])=[CH:37][CH:38]=2)[C@:8]([CH2:21][CH:22]([CH3:24])[CH3:23])([C:6]([O:5][C:1]([CH3:4])([CH3:3])[CH3:2])=[O:7])[CH2:12]1)=[O:14]. The catalyst class is: 4. (4) Reactant: [C:1]1([CH3:12])[CH:6]=[CH:5][C:4]([O:7][CH2:8][C:9]([Cl:11])=[O:10])=[CH:3][CH:2]=1.[CH2:13](C1C=CC(OCC(O)=O)=CC=1)C.O=S(Cl)Cl. Product: [CH2:12]([C:1]1[CH:6]=[CH:5][C:4]([O:7][CH2:8][C:9]([Cl:11])=[O:10])=[CH:3][CH:2]=1)[CH3:13]. The catalyst class is: 48.